This data is from Serine/threonine kinase 33 screen with 319,792 compounds. The task is: Binary Classification. Given a drug SMILES string, predict its activity (active/inactive) in a high-throughput screening assay against a specified biological target. (1) The molecule is S(=O)(=O)(Nc1ccc(C(=O)NCCN2CCOCC2)cc1)c1ccccc1. The result is 0 (inactive). (2) The result is 0 (inactive). The compound is S(=O)(=O)(Nc1c(C(OC2CCCN(C2)C)=O)cccc1)c1cc(OC)c(OC)cc1. (3) The drug is S1c2c(N(c3c1cccc3)C(=O)CSc1sc3c(n1)cccc3)cc(cc2)C(F)(F)F. The result is 0 (inactive). (4) The drug is S(=O)(=O)(N1CCCCC1)c1cc(C(=O)Nc2c(N3CCOCC3)ccc(S(=O)(=O)N3CCOCC3)c2)ccc1. The result is 0 (inactive). (5) The molecule is O=C(N1CC[NH2+]CC1)c1[nH]cnc1C(=O)NC(C)C(OCc1ccccc1)=O. The result is 0 (inactive). (6) The drug is O(c1c(C(=O)c2ccc(C(=O)Nc3c4c(ccc3)cccc4)cc2)cc(OC)cc1)C. The result is 0 (inactive). (7) The drug is Brc1oc(c2oc3c(c(=O)c2OC(=O)C)cccc3)cc1. The result is 0 (inactive). (8) The compound is S=C(N1CCN(CC1)c1c(OC)cccc1)NC(=O)/C=C\c1ccc(OC)cc1. The result is 0 (inactive). (9) The molecule is Fc1cc(OCc2ccccc2)c(C=2CC3N(C(CC3)C2C(OC)=O)C(=O)NCc2cc(F)ccc2)cc1. The result is 0 (inactive). (10) The molecule is S(c1nc2[nH]c(=O)n(c(=O)c2nc1)C)C. The result is 0 (inactive).